From a dataset of Forward reaction prediction with 1.9M reactions from USPTO patents (1976-2016). Predict the product of the given reaction. (1) Given the reactants [CH3:1][O:2][C:3](=[O:18])[C:4]1[CH:9]=[C:8]([Cl:10])[C:7]([N:11]2[CH2:16][CH2:15][NH:14][C@H:13]([CH3:17])[CH2:12]2)=[N:6][CH:5]=1.Cl[C:20]1[NH:24][C:23]2[CH:25]=[C:26]([C:38]([F:41])([F:40])[F:39])[CH:27]=[C:28]([C:29]3[CH:34]=[C:33]([F:35])[C:32]([F:36])=[C:31]([F:37])[CH:30]=3)[C:22]=2[N:21]=1, predict the reaction product. The product is: [CH3:1][O:2][C:3](=[O:18])[C:4]1[CH:9]=[C:8]([Cl:10])[C:7]([N:11]2[CH2:16][CH2:15][N:14]([C:20]3[NH:21][C:22]4[C:28]([C:29]5[CH:30]=[C:31]([F:37])[C:32]([F:36])=[C:33]([F:35])[CH:34]=5)=[CH:27][C:26]([C:38]([F:41])([F:39])[F:40])=[CH:25][C:23]=4[N:24]=3)[C@H:13]([CH3:17])[CH2:12]2)=[N:6][CH:5]=1. (2) Given the reactants [NH2:1][C:2]1[N:7]=[C:6]([CH3:8])[C:5]([CH2:9][C:10]2[CH:15]=[CH:14][C:13]([OH:16])=[CH:12][CH:11]=2)=[C:4]([NH:17][CH2:18][CH2:19][CH2:20][CH2:21][CH3:22])[N:3]=1.C([O-])([O-])=O.[Cs+].[Cs+].Br[CH2:30][CH2:31][CH2:32][OH:33].[Na+].[I-], predict the reaction product. The product is: [NH2:1][C:2]1[N:7]=[C:6]([CH3:8])[C:5]([CH2:9][C:10]2[CH:15]=[CH:14][C:13]([O:16][CH2:30][CH2:31][CH2:32][OH:33])=[CH:12][CH:11]=2)=[C:4]([NH:17][CH2:18][CH2:19][CH2:20][CH2:21][CH3:22])[N:3]=1. (3) Given the reactants Br[C:2]1[S:3][CH:4]=[C:5]([C:7]([NH:9][C:10]2[CH:11]=[N:12][N:13]([CH3:31])[C:14]=2[C@H:15]2[O:21][CH2:20][C@@H:19]([F:22])[C@H:18]([NH:23]C(=O)OC(C)(C)C)[CH2:17][CH2:16]2)=[O:8])[N:6]=1.[F:32][C:33]1[CH:34]=[C:35]([C:49]2([OH:52])[CH2:51][CH2:50]2)[CH:36]=[C:37]([F:48])[C:38]=1B1OC(C)(C)C(C)(C)O1, predict the reaction product. The product is: [NH2:23][C@H:18]1[C@H:19]([F:22])[CH2:20][O:21][C@H:15]([C:14]2[N:13]([CH3:31])[N:12]=[CH:11][C:10]=2[NH:9][C:7]([C:5]2[N:6]=[C:2]([C:38]3[C:37]([F:48])=[CH:36][C:35]([C:49]4([OH:52])[CH2:50][CH2:51]4)=[CH:34][C:33]=3[F:32])[S:3][CH:4]=2)=[O:8])[CH2:16][CH2:17]1.